From a dataset of Forward reaction prediction with 1.9M reactions from USPTO patents (1976-2016). Predict the product of the given reaction. (1) Given the reactants [N:1]1[N:5]2[C:9](=[O:10])[C:4]3[N:5]([N:1]=[CH:2][CH:3]=3)[C:9](=[O:10])[C:4]2=[CH:3][CH:2]=1.[F:15][C:16]1[CH:22]=[CH:21][C:19]([NH2:20])=[C:18]([C:23]([F:26])([F:25])[F:24])[CH:17]=1.C(O)C, predict the reaction product. The product is: [F:15][C:16]1[CH:22]=[CH:21][C:19]([NH:20][C:9]([C:4]2[CH:3]=[CH:2][NH:1][N:5]=2)=[O:10])=[C:18]([C:23]([F:24])([F:25])[F:26])[CH:17]=1. (2) The product is: [F:15][C:16]1[CH:17]=[C:18]([C:37]#[N:38])[C:19]([C:22]2[CH:27]=[CH:26][CH:25]=[C:24]([C:2]3[N:6]4[CH:7]=[CH:8][C:9]([C:11]([OH:14])([CH3:13])[CH3:12])=[N:10][C:5]4=[N:4][CH:3]=3)[CH:23]=2)=[CH:20][CH:21]=1. Given the reactants Br[C:2]1[N:6]2[CH:7]=[CH:8][C:9]([C:11]([OH:14])([CH3:13])[CH3:12])=[N:10][C:5]2=[N:4][CH:3]=1.[F:15][C:16]1[CH:17]=[C:18]([C:37]#[N:38])[C:19]([C:22]2[CH:27]=[CH:26][CH:25]=[C:24](B3OC(C)(C)C(C)(C)O3)[CH:23]=2)=[CH:20][CH:21]=1, predict the reaction product.